From a dataset of NCI-60 drug combinations with 297,098 pairs across 59 cell lines. Regression. Given two drug SMILES strings and cell line genomic features, predict the synergy score measuring deviation from expected non-interaction effect. Drug 2: C1=NC2=C(N=C(N=C2N1C3C(C(C(O3)CO)O)O)F)N. Synergy scores: CSS=13.5, Synergy_ZIP=-0.975, Synergy_Bliss=-2.76, Synergy_Loewe=-1.15, Synergy_HSA=-0.583. Drug 1: C1=CC(=CC=C1C#N)C(C2=CC=C(C=C2)C#N)N3C=NC=N3. Cell line: K-562.